This data is from Catalyst prediction with 721,799 reactions and 888 catalyst types from USPTO. The task is: Predict which catalyst facilitates the given reaction. (1) Reactant: [C:1]([C:4]1[N:9]=[N:8][C:7]([NH:10][C@@H:11]2[CH2:16][CH2:15][CH2:14][CH2:13][C@@H:12]2[NH:17]C(=O)OC(C)(C)C)=[CH:6][C:5]=1[NH:25][C:26]1[CH:31]=[CH:30][CH:29]=[C:28]([C:32]([OH:35])([CH3:34])[CH3:33])[N:27]=1)(=[O:3])[NH2:2].C(O)(C(F)(F)F)=O. Product: [NH2:17][C@H:12]1[CH2:13][CH2:14][CH2:15][CH2:16][C@H:11]1[NH:10][C:7]1[N:8]=[N:9][C:4]([C:1]([NH2:2])=[O:3])=[C:5]([NH:25][C:26]2[CH:31]=[CH:30][CH:29]=[C:28]([C:32]([OH:35])([CH3:33])[CH3:34])[N:27]=2)[CH:6]=1. The catalyst class is: 2. (2) Reactant: [Cl:1][C:2]1[CH:3]=[C:4]([C:9]2([C:22]([F:25])([F:24])[F:23])[O:13][N:12]=[C:11]([C:14]3[CH:15]=[CH:16][C:17]([CH3:21])=[C:18]([CH:20]=3)[NH2:19])[CH2:10]2)[CH:5]=[C:6]([Cl:8])[CH:7]=1.Cl.[CH3:27][N:28]([CH3:33])[CH2:29][C:30](O)=[O:31].Cl.C(N(CC)CCCN=C=NCC)C.C(=O)([O-])O.[Na+]. Product: [Cl:1][C:2]1[CH:3]=[C:4]([C:9]2([C:22]([F:23])([F:25])[F:24])[O:13][N:12]=[C:11]([C:14]3[CH:15]=[CH:16][C:17]([CH3:21])=[C:18]([NH:19][C:30](=[O:31])[CH2:29][N:28]([CH3:33])[CH3:27])[CH:20]=3)[CH2:10]2)[CH:5]=[C:6]([Cl:8])[CH:7]=1. The catalyst class is: 9. (3) Reactant: [CH3:1][C:2]([CH3:7])([CH3:6])[CH2:3][CH2:4][NH2:5].[Br:8][C:9]1[C:14]([C:15]2[C:26]([CH3:27])=[N:25][C:18]3[N:19]=[C:20]([S:23][CH3:24])[N:21]=[CH:22][C:17]=3[CH:16]=2)=[CH:13][C:12]([NH:28][C:29](=O)[O:30]C(C)=C)=[C:11]([F:35])[CH:10]=1.CN1CCCC1. Product: [Br:8][C:9]1[C:14]([C:15]2[C:26]([CH3:27])=[N:25][C:18]3[N:19]=[C:20]([S:23][CH3:24])[N:21]=[CH:22][C:17]=3[CH:16]=2)=[CH:13][C:12]([NH:28][C:29]([NH:5][CH2:4][CH2:3][C:2]([CH3:7])([CH3:6])[CH3:1])=[O:30])=[C:11]([F:35])[CH:10]=1. The catalyst class is: 12. (4) Reactant: [N+:1]([CH3:4])([O-:3])=[O:2].[F-].[CH2:19]([N+]([CH2:19][CH2:20][CH2:21][CH3:22])([CH2:19][CH2:20][CH2:21][CH3:22])[CH2:19][CH2:20][CH2:21][CH3:22])[CH2:20][CH2:21][CH3:22].[C:23]([O:26][CH2:27][CH3:28])(=[O:25])[CH3:24]. Product: [N+:1]([CH2:4][C:19]1([CH2:24][C:23]([O:26][CH2:27][CH3:28])=[O:25])[CH2:20][CH:21]2[CH:22]1[CH2:19][CH2:20][CH2:21][CH2:22]2)([O-:3])=[O:2]. The catalyst class is: 7. (5) Reactant: P(Cl)(Cl)([Cl:3])=O.O[C:7]1[C:16]2[C:11](=[CH:12][CH:13]=[C:14]([C:17]#[N:18])[CH:15]=2)[N:10]=[CH:9][CH:8]=1.[OH-].[Na+]. Product: [Cl:3][C:7]1[C:16]2[C:11](=[CH:12][CH:13]=[C:14]([C:17]#[N:18])[CH:15]=2)[N:10]=[CH:9][CH:8]=1. The catalyst class is: 3.